This data is from Forward reaction prediction with 1.9M reactions from USPTO patents (1976-2016). The task is: Predict the product of the given reaction. (1) Given the reactants [CH:1]1([S:4]([C:7]2[CH:12]=[CH:11][C:10]([CH:13]([C:21]3[N:22]([C:34]([O:36][C:37]([CH3:40])([CH3:39])[CH3:38])=[O:35])[C:23]([C:26]4[CH:31]=[CH:30][C:29]([CH:32]=[O:33])=[CH:28][N:27]=4)=[CH:24][CH:25]=3)[CH2:14][CH:15]3[CH2:20][CH2:19][O:18][CH2:17][CH2:16]3)=[CH:9][CH:8]=2)(=[O:6])=[O:5])[CH2:3][CH2:2]1.[BH4-].[Na+].C(=O)([O-])O.[Na+], predict the reaction product. The product is: [CH:1]1([S:4]([C:7]2[CH:8]=[CH:9][C:10]([CH:13]([C:21]3[N:22]([C:34]([O:36][C:37]([CH3:40])([CH3:39])[CH3:38])=[O:35])[C:23]([C:26]4[CH:31]=[CH:30][C:29]([CH2:32][OH:33])=[CH:28][N:27]=4)=[CH:24][CH:25]=3)[CH2:14][CH:15]3[CH2:16][CH2:17][O:18][CH2:19][CH2:20]3)=[CH:11][CH:12]=2)(=[O:6])=[O:5])[CH2:3][CH2:2]1. (2) Given the reactants Cl[C:2]1[CH:7]=[N:6][CH:5]=[C:4]([Cl:8])[N:3]=1.[C:9]1([C:15]2[CH:16]=[C:17]([OH:21])[CH:18]=[CH:19][CH:20]=2)[CH:14]=[CH:13][CH:12]=[CH:11][CH:10]=1, predict the reaction product. The product is: [Cl:8][C:4]1[CH:5]=[N:6][CH:7]=[C:2]([O:21][C:17]2[CH:18]=[CH:19][CH:20]=[C:15]([C:9]3[CH:10]=[CH:11][CH:12]=[CH:13][CH:14]=3)[CH:16]=2)[N:3]=1.